From a dataset of Forward reaction prediction with 1.9M reactions from USPTO patents (1976-2016). Predict the product of the given reaction. (1) Given the reactants [Li+].C[Si]([N-][Si](C)(C)C)(C)C.[NH2:11][C:12]1[CH:17]=[CH:16][CH:15]=[CH:14][CH:13]=1.[Br:18][C:19]1[C:24](F)=[C:23]([N+:26]([O-:28])=[O:27])[CH:22]=[CH:21][C:20]=1[F:29], predict the reaction product. The product is: [Br:18][C:19]1[C:20]([F:29])=[CH:21][CH:22]=[C:23]([N+:26]([O-:28])=[O:27])[C:24]=1[NH:11][C:12]1[CH:17]=[CH:16][CH:15]=[CH:14][CH:13]=1. (2) Given the reactants [Cl:1][C:2]1[C:3]([N:27]([CH:29]([CH3:31])[CH3:30])[CH3:28])=[CH:4][C:5]2[N:11]=[C:10]([C:12]3[CH:17]=[CH:16][CH:15]=[C:14]([N:18]4[C:22]([CH2:23]O)=[CH:21][N:20]=[N:19]4)[CH:13]=3)[CH2:9][C:8](=[O:25])[NH:7][C:6]=2[CH:26]=1.S(Cl)(Cl)=O.[Cl-].[CH:37]1([NH2:40])[CH2:39][CH2:38]1, predict the reaction product. The product is: [Cl:1][C:2]1[C:3]([N:27]([CH:29]([CH3:31])[CH3:30])[CH3:28])=[CH:4][C:5]2[N:11]=[C:10]([C:12]3[CH:17]=[CH:16][CH:15]=[C:14]([N:18]4[C:22]([CH2:23][NH:40][CH:37]5[CH2:39][CH2:38]5)=[CH:21][N:20]=[N:19]4)[CH:13]=3)[CH2:9][C:8](=[O:25])[NH:7][C:6]=2[CH:26]=1. (3) Given the reactants [C:1]([O-:4])(=[S:3])[CH3:2].[K+].[C:6]([O:10][C:11](=[O:18])[C:12]([CH3:17])(Br)[CH:13]([CH3:15])[CH3:14])([CH3:9])([CH3:8])[CH3:7].O, predict the reaction product. The product is: [C:6]([O:10][C:11](=[O:18])[CH:12]([CH2:17][S:3][C:1](=[O:4])[CH3:2])[CH:13]([CH3:14])[CH3:15])([CH3:9])([CH3:8])[CH3:7]. (4) The product is: [Br:1][C:2]1[CH:3]=[C:4]2[C:12](=[CH:13][CH:14]=1)[NH:11][C:10]1[CH:9]([NH:20][C:19]3[CH:21]=[CH:22][CH:23]=[C:17]([F:16])[CH:18]=3)[CH2:8][CH2:7][CH2:6][C:5]2=1. Given the reactants [Br:1][C:2]1[CH:3]=[C:4]2[C:12](=[CH:13][CH:14]=1)[NH:11][C:10]1[C:9](=O)[CH2:8][CH2:7][CH2:6][C:5]2=1.[F:16][C:17]1[CH:18]=[C:19]([CH:21]=[CH:22][CH:23]=1)[NH2:20], predict the reaction product. (5) Given the reactants [Cl:1][C:2]1[CH:10]=[CH:9][CH:8]=[C:7]2[C:3]=1[C:4]([C:11]([NH:13][CH2:14][C:15]1([OH:23])[CH2:20][CH2:19][CH2:18][C:17]([F:22])([F:21])[CH2:16]1)=[O:12])=[CH:5][NH:6]2.[N:24]1([CH2:29][CH2:30]O)[CH2:28][CH2:27][CH2:26][CH2:25]1.C(P(=CC#N)(CCCC)CCCC)CCC, predict the reaction product. The product is: [Cl:1][C:2]1[CH:10]=[CH:9][CH:8]=[C:7]2[C:3]=1[C:4]([C:11]([NH:13][CH2:14][C:15]1([OH:23])[CH2:20][CH2:19][CH2:18][C:17]([F:22])([F:21])[CH2:16]1)=[O:12])=[CH:5][N:6]2[CH2:30][CH2:29][N:24]1[CH2:28][CH2:27][CH2:26][CH2:25]1. (6) Given the reactants [CH2:1]([O:8][C:9]([N:11]1[CH2:15][C@H:14]([O:16][C:17]([CH3:20])([CH3:19])[CH3:18])[CH2:13][C@H:12]1[CH2:21][N:22]1C(=O)C2C(=CC=CC=2)C1=O)=[O:10])[C:2]1[CH:7]=[CH:6][CH:5]=[CH:4][CH:3]=1.O.NN, predict the reaction product. The product is: [CH2:1]([O:8][C:9]([N:11]1[CH2:15][C@H:14]([O:16][C:17]([CH3:18])([CH3:19])[CH3:20])[CH2:13][C@H:12]1[CH2:21][NH2:22])=[O:10])[C:2]1[CH:7]=[CH:6][CH:5]=[CH:4][CH:3]=1.